This data is from NCI-60 drug combinations with 297,098 pairs across 59 cell lines. The task is: Regression. Given two drug SMILES strings and cell line genomic features, predict the synergy score measuring deviation from expected non-interaction effect. (1) Drug 1: CC1C(C(=O)NC(C(=O)N2CCCC2C(=O)N(CC(=O)N(C(C(=O)O1)C(C)C)C)C)C(C)C)NC(=O)C3=C4C(=C(C=C3)C)OC5=C(C(=O)C(=C(C5=N4)C(=O)NC6C(OC(=O)C(N(C(=O)CN(C(=O)C7CCCN7C(=O)C(NC6=O)C(C)C)C)C)C(C)C)C)N)C. Drug 2: C1CN1P(=S)(N2CC2)N3CC3. Cell line: DU-145. Synergy scores: CSS=25.9, Synergy_ZIP=-1.90, Synergy_Bliss=-5.00, Synergy_Loewe=-3.03, Synergy_HSA=-3.98. (2) Drug 1: CC1OCC2C(O1)C(C(C(O2)OC3C4COC(=O)C4C(C5=CC6=C(C=C35)OCO6)C7=CC(=C(C(=C7)OC)O)OC)O)O. Drug 2: CC1=CC=C(C=C1)C2=CC(=NN2C3=CC=C(C=C3)S(=O)(=O)N)C(F)(F)F. Cell line: OVCAR-5. Synergy scores: CSS=18.3, Synergy_ZIP=-2.15, Synergy_Bliss=1.38, Synergy_Loewe=1.01, Synergy_HSA=0.907.